Predict the reactants needed to synthesize the given product. From a dataset of Full USPTO retrosynthesis dataset with 1.9M reactions from patents (1976-2016). Given the product [CH3:24][S:25]([OH:28])(=[O:27])=[O:26].[CH3:24][S:25]([OH:28])(=[O:27])=[O:26].[CH3:1][O:2][C:3]1[CH:4]=[C:5]2[C:10](=[CH:11][C:12]=1[O:13][CH3:14])[C:9]([CH3:15])=[N:8][C:7]([C:16]1[CH:17]=[N:18][C:19]([O:22][CH3:23])=[CH:20][CH:21]=1)=[CH:6]2, predict the reactants needed to synthesize it. The reactants are: [CH3:1][O:2][C:3]1[CH:4]=[C:5]2[C:10](=[CH:11][C:12]=1[O:13][CH3:14])[C:9]([CH3:15])=[N:8][C:7]([C:16]1[CH:17]=[N:18][C:19]([O:22][CH3:23])=[CH:20][CH:21]=1)=[CH:6]2.[CH3:24][S:25]([OH:28])(=[O:27])=[O:26].